Dataset: Catalyst prediction with 721,799 reactions and 888 catalyst types from USPTO. Task: Predict which catalyst facilitates the given reaction. (1) Reactant: CC[C@H]1[C@H]2C[C@H]([C@H](OC3C4C(=CC=CC=4)C(O[C@H](C4C=CN=C5C=4C=C(OC)C=C5)[C@@H]4N5C[C@H](CC)[C@@H](CC5)C4)=NN=3)C3C=CN=C4C=3C=C([O:22]C)C=C4)N(CC2)C1.[OH2:59].[F:60][C:61]([F:78])([F:77])[C:62]1[CH:63]=[C:64]([CH:72]=[C:73]([CH:75]=[CH2:76])[CH:74]=1)[C:65]([O:67][C:68]([CH3:71])([CH3:70])[CH3:69])=[O:66].S([O-])([O-])=O.[Na+].[Na+]. Product: [OH:59][C@H:75]([C:73]1[CH:72]=[C:64]([CH:63]=[C:62]([C:61]([F:77])([F:78])[F:60])[CH:74]=1)[C:65]([O:67][C:68]([CH3:71])([CH3:70])[CH3:69])=[O:66])[CH2:76][OH:22]. The catalyst class is: 107. (2) Reactant: [Cl:1][C:2]1[CH:7]=[C:6]([O:8][CH3:9])[C:5]([N+:10]([O-])=O)=[CH:4][N:3]=1. The catalyst class is: 814. Product: [Cl:1][C:2]1[N:3]=[CH:4][C:5]([NH2:10])=[C:6]([O:8][CH3:9])[CH:7]=1. (3) Reactant: [H-].[Na+].[C:3]([O:13][CH2:14][C:15]1[CH:20]=[CH:19][CH:18]=[CH:17][CH:16]=1)(=[O:12])[CH2:4][C:5]([O:7][C:8]([CH3:11])([CH3:10])[CH3:9])=[O:6].Br[CH2:22][CH2:23][C@@H:24]([NH:32][C:33]([O:35][C:36]([CH3:39])([CH3:38])[CH3:37])=[O:34])[C:25]([O:27][C:28]([CH3:31])([CH3:30])[CH3:29])=[O:26]. Product: [CH2:14]([O:13][C:3]([CH:4]([CH2:22][CH2:23][C@@H:24]([NH:32][C:33]([O:35][C:36]([CH3:37])([CH3:39])[CH3:38])=[O:34])[C:25]([O:27][C:28]([CH3:29])([CH3:30])[CH3:31])=[O:26])[C:5]([O:7][C:8]([CH3:11])([CH3:10])[CH3:9])=[O:6])=[O:12])[C:15]1[CH:16]=[CH:17][CH:18]=[CH:19][CH:20]=1. The catalyst class is: 9. (4) Reactant: [C:1]1([CH3:7])[CH:6]=[CH:5][CH:4]=[CH:3][CH:2]=1.BrC1[CH:10]=[C:11]([CH:14]=[O:15])[S:12][CH:13]=1.C(=O)([O-])[O-].[Cs+].[Cs+]. Product: [C:1]1([C:7]2[CH:10]=[C:11]([CH:14]=[O:15])[S:12][CH:13]=2)[CH2:6][CH2:5][CH2:4][CH2:3][CH:2]=1. The catalyst class is: 103. (5) Reactant: C(=O)(O)O.[NH2:5][C:6]([NH2:8])=[NH:7].C([O:11][C:12]([CH:14]([C:28](=O)[CH3:29])[CH2:15][C:16]1[CH:25]=[CH:24][C:19]([C:20]([O:22][CH3:23])=[O:21])=[CH:18][C:17]=1[O:26][CH3:27])=O)C. Product: [NH2:7][C:6]1[N:8]=[C:12]([OH:11])[C:14]([CH2:15][C:16]2[CH:25]=[CH:24][C:19]([C:20]([O:22][CH3:23])=[O:21])=[CH:18][C:17]=2[O:26][CH3:27])=[C:28]([CH3:29])[N:5]=1. The catalyst class is: 5.